This data is from Catalyst prediction with 721,799 reactions and 888 catalyst types from USPTO. The task is: Predict which catalyst facilitates the given reaction. (1) Reactant: [CH3:1][O:2][CH:3]([C:7]1[CH:12]=[CH:11][C:10]([C:13]2[CH:14]=[N:15][N:16]([C:18]([C:35]3[CH:40]=[CH:39][C:38]([O:41][CH3:42])=[CH:37][CH:36]=3)([C:27]3[CH:32]=[CH:31][C:30]([O:33][CH3:34])=[CH:29][CH:28]=3)[C:19]3[CH:24]=[CH:23][C:22]([O:25][CH3:26])=[CH:21][CH:20]=3)[CH:17]=2)=[CH:9][CH:8]=1)[C:4]([O-])=[O:5].[K+].C(N(C(C)C)CC)(C)C.COCCN(S(F)(F)F)CCOC.Cl.[CH3:67][NH:68][O:69][CH3:70]. Product: [CH3:70][O:69][N:68]([CH3:67])[C:4](=[O:5])[CH:3]([O:2][CH3:1])[C:7]1[CH:8]=[CH:9][C:10]([C:13]2[CH:14]=[N:15][N:16]([C:18]([C:19]3[CH:20]=[CH:21][C:22]([O:25][CH3:26])=[CH:23][CH:24]=3)([C:27]3[CH:28]=[CH:29][C:30]([O:33][CH3:34])=[CH:31][CH:32]=3)[C:35]3[CH:40]=[CH:39][C:38]([O:41][CH3:42])=[CH:37][CH:36]=3)[CH:17]=2)=[CH:11][CH:12]=1. The catalyst class is: 18. (2) Reactant: [N:1]1[C:9]([NH2:10])=[C:8]2[C:4]([NH:5][CH:6]=[N:7]2)=[N:3][CH:2]=1.[H-].[Na+].Br[CH2:14][C:15]1[N:16]([S:30]([C:33]2[CH:38]=[CH:37][C:36]([CH3:39])=[CH:35][CH:34]=2)(=[O:32])=[O:31])[C:17]2[C:22]([C:23]=1[C:24]1[CH:29]=[CH:28][CH:27]=[CH:26][CH:25]=1)=[CH:21][CH:20]=[CH:19][CH:18]=2. Product: [C:24]1([C:23]2[C:22]3[C:17](=[CH:18][CH:19]=[CH:20][CH:21]=3)[N:16]([S:30]([C:33]3[CH:34]=[CH:35][C:36]([CH3:39])=[CH:37][CH:38]=3)(=[O:32])=[O:31])[C:15]=2[CH2:14][N:5]2[CH:6]=[N:7][C:8]3[C:4]2=[N:3][CH:2]=[N:1][C:9]=3[NH2:10])[CH:25]=[CH:26][CH:27]=[CH:28][CH:29]=1. The catalyst class is: 3. (3) Reactant: CN(C(/N=N/C(N(C)C)=O)=O)C.C(OC([N:20]1[CH2:25][CH2:24][N:23]([C:26]2[C:27]([O:32]CCO)=[N:28][CH:29]=[CH:30][N:31]=2)[CH2:22][CH2:21]1)=O)(C)(C)C.[C:36]1(P(C2C=CC=CC=2)C2C=CC=CC=2)C=CC=C[CH:37]=1.[CH2:55]1[O:59][C:58]2[CH:60]=[C:61]([OH:64])[CH:62]=[CH:63][C:57]=2[O:56]1. Product: [O:56]1[C:57]2[CH:63]=[CH:62][C:61]([O:64][CH2:36][CH2:37][N:28]3[CH:29]=[CH:30][N:31]=[C:26]([N:23]4[CH2:22][CH2:21][NH:20][CH2:25][CH2:24]4)[C:27]3=[O:32])=[CH:60][C:58]=2[O:59][CH2:55]1. The catalyst class is: 1. (4) Reactant: [Cl:1][CH:2]([Cl:6])[C:3](Cl)=[O:4].[CH3:7][NH:8][CH:9]=[O:10]. Product: [CH3:7][N:8]([CH:9]=[O:10])[C:3](=[O:4])[CH:2]([Cl:6])[Cl:1]. The catalyst class is: 22. (5) The catalyst class is: 9. Product: [Br:3][C:4]1[C:9]([O:10][CH:12]([CH3:14])[CH3:13])=[CH:8][CH:7]=[CH:6][N:5]=1. Reactant: [H-].[Na+].[Br:3][C:4]1[C:9]([OH:10])=[CH:8][CH:7]=[CH:6][N:5]=1.Br[CH:12]([CH3:14])[CH3:13].O.